Dataset: Forward reaction prediction with 1.9M reactions from USPTO patents (1976-2016). Task: Predict the product of the given reaction. (1) Given the reactants C(OC(=O)[NH:7][C@H:8]([CH2:34][C:35]1[CH:40]=[C:39]([F:41])[C:38]([F:42])=[CH:37][C:36]=1[F:43])[CH2:9][C:10]([N:12]1[CH2:17][CH2:16][N:15]2[C:18]([C:30]([F:33])([F:32])[F:31])=[N:19][C:20]([C:21]([N:23]3[CH2:28][CH2:27][N:26]([CH3:29])[CH2:25][CH2:24]3)=[O:22])=[C:14]2[CH2:13]1)=[O:11])(C)(C)C.[ClH:45], predict the reaction product. The product is: [ClH:45].[ClH:45].[NH2:7][C@H:8]([CH2:34][C:35]1[CH:40]=[C:39]([F:41])[C:38]([F:42])=[CH:37][C:36]=1[F:43])[CH2:9][C:10]([N:12]1[CH2:17][CH2:16][N:15]2[C:18]([C:30]([F:31])([F:33])[F:32])=[N:19][C:20]([C:21]([N:23]3[CH2:28][CH2:27][N:26]([CH3:29])[CH2:25][CH2:24]3)=[O:22])=[C:14]2[CH2:13]1)=[O:11]. (2) Given the reactants [CH:1]1([C:7]2[C:15]3[C:10](=[CH:11][C:12]([C:16]([O:18][CH3:19])=[O:17])=[CH:13][CH:14]=3)[NH:9][C:8]=2[C:20]2[CH:25]=[CH:24][CH:23]=[CH:22][C:21]=2[CH2:26][O:27][Si:28]([CH:35]([CH3:37])[CH3:36])([CH:32]([CH3:34])[CH3:33])[CH:29]([CH3:31])[CH3:30])[CH2:6][CH2:5][CH2:4][CH2:3][CH2:2]1.CN(C=O)C.[CH2:43](Br)[C:44]#[CH:45], predict the reaction product. The product is: [CH:1]1([C:7]2[C:15]3[C:10](=[CH:11][C:12]([C:16]([O:18][CH3:19])=[O:17])=[CH:13][CH:14]=3)[N:9]([CH2:45][C:44]#[CH:43])[C:8]=2[C:20]2[CH:25]=[CH:24][CH:23]=[CH:22][C:21]=2[CH2:26][O:27][Si:28]([CH:32]([CH3:34])[CH3:33])([CH:29]([CH3:31])[CH3:30])[CH:35]([CH3:37])[CH3:36])[CH2:6][CH2:5][CH2:4][CH2:3][CH2:2]1. (3) Given the reactants C(OC(=O)[NH:7][CH2:8][CH2:9][CH2:10][CH2:11][C@H:12]([N:15]([S:20]([C:23]1[CH:28]=[CH:27][C:26]([C:29]#[N:30])=[CH:25][CH:24]=1)(=[O:22])=[O:21])[CH2:16][CH:17]([CH3:19])[CH3:18])[CH2:13][OH:14])(C)(C)C.Cl, predict the reaction product. The product is: [NH2:7][CH2:8][CH2:9][CH2:10][CH2:11][C@H:12]([N:15]([CH2:16][CH:17]([CH3:19])[CH3:18])[S:20]([C:23]1[CH:24]=[CH:25][C:26]([C:29]#[N:30])=[CH:27][CH:28]=1)(=[O:22])=[O:21])[CH2:13][OH:14]. (4) Given the reactants [CH3:1][O:2][C:3]([C:5]1[S:6][C:7]([S:21][CH3:22])=[C:8]([S:10]([C:13]2[CH:14]=[N:15][C:16](Cl)=[C:17]([Br:19])[CH:18]=2)(=[O:12])=[O:11])[CH:9]=1)=[O:4].[CH2:23]([NH2:30])[C:24]1[CH:29]=[CH:28][CH:27]=[CH:26][CH:25]=1, predict the reaction product. The product is: [CH3:1][O:2][C:3]([C:5]1[S:6][C:7]([S:21][CH3:22])=[C:8]([S:10]([C:13]2[CH:14]=[N:15][C:16]([NH:30][CH2:23][C:24]3[CH:29]=[CH:28][CH:27]=[CH:26][CH:25]=3)=[C:17]([Br:19])[CH:18]=2)(=[O:12])=[O:11])[CH:9]=1)=[O:4].